This data is from Reaction yield outcomes from USPTO patents with 853,638 reactions. The task is: Predict the reaction yield, written as a fraction of the theoretical maximum amount of product (1.0 means a 100% yield; for example, 0.34 means a 34% yield). (1) The reactants are S(=O)(=O)(O)O.Cl.[CH3:7][C:8]1([CH3:27])[CH2:13][C:12]([CH3:15])([CH3:14])[CH2:11][C:10]([N:21]2[CH2:26][CH2:25][CH2:24][CH2:23][CH2:22]2)([CH2:16][CH:17]=[C:18](C)C)[CH2:9]1.[Cl:28]CC#N.[OH-].[Na+]. The catalyst is C(O)(=O)C. The product is [ClH:28].[CH3:14][C:12]1([CH3:15])[CH2:13][C:8]([CH3:7])([CH3:27])[CH2:9][C:10]([N:21]2[CH2:26][CH2:25][CH2:24][CH2:23][CH2:22]2)([CH2:16][C:17]#[CH:18])[CH2:11]1. The yield is 0.330. (2) The reactants are [CH2:1]([N:5]([CH2:28][CH3:29])[C:6]([C:8]1[CH:21]=[N:20][C:19]2[C:10](=[CH:11][CH:12]=[C:13]3[C:18]=2[N:17]=[CH:16][CH:15]([C:22]([O:24]CC)=[O:23])[C:14]3=[O:27])[CH:9]=1)=[O:7])[CH2:2][CH2:3][CH3:4]. The catalyst is Cl. The product is [CH2:1]([N:5]([CH2:28][CH3:29])[C:6]([C:8]1[CH:21]=[N:20][C:19]2[C:10](=[CH:11][CH:12]=[C:13]3[C:18]=2[N:17]=[CH:16][CH:15]([C:22]([OH:24])=[O:23])[C:14]3=[O:27])[CH:9]=1)=[O:7])[CH2:2][CH2:3][CH3:4]. The yield is 0.760.